From a dataset of Catalyst prediction with 721,799 reactions and 888 catalyst types from USPTO. Predict which catalyst facilitates the given reaction. (1) Reactant: [CH3:1][C:2]1([CH3:14])[CH2:5][C:4]([C:9]2[S:10][CH:11]=[CH:12][CH:13]=2)([C:6](O)=[O:7])[CH2:3]1.C1C=C2[N:21]=[N:22]N(O)C2=CC=1.O.O.NN. Product: [CH3:1][C:2]1([CH3:14])[CH2:5][C:4]([C:9]2[S:10][CH:11]=[CH:12][CH:13]=2)([C:6]([NH:21][NH2:22])=[O:7])[CH2:3]1. The catalyst class is: 10. (2) Reactant: [CH3:1][N:2]1[CH:6]=[C:5]([C:7]([OH:9])=O)[CH:4]=[N:3]1.[CH2:10]([NH2:12])[CH3:11]. Product: [CH2:10]([NH:12][C:7]([C:5]1[CH:4]=[N:3][N:2]([CH3:1])[CH:6]=1)=[O:9])[CH3:11]. The catalyst class is: 6.